Dataset: Catalyst prediction with 721,799 reactions and 888 catalyst types from USPTO. Task: Predict which catalyst facilitates the given reaction. (1) Reactant: [C:1](OC(=O)C)(=[O:3])C.N1C=CC=CC=1.[NH2:14][C:15]1[CH:20]=[C:19]([N+:21]([O-:23])=[O:22])[CH:18]=[CH:17][C:16]=1[OH:24]. Product: [OH:24][C:16]1[CH:17]=[CH:18][C:19]([N+:21]([O-:23])=[O:22])=[CH:20][C:15]=1[NH:14][CH:1]=[O:3]. The catalyst class is: 106. (2) Reactant: [NH2:1][C:2]1[CH:7]=[CH:6][C:5]([Br:8])=[CH:4][N:3]=1.[CH3:9][N:10]([CH:12](OC)OC)[CH3:11]. Product: [Br:8][C:5]1[CH:6]=[CH:7][C:2]([N:1]=[CH:9][N:10]([CH3:12])[CH3:11])=[N:3][CH:4]=1. The catalyst class is: 5. (3) Reactant: [N:1]1([CH2:6][CH2:7][O:8][C:9]2[CH:10]=[C:11]([NH2:19])[CH:12]=[C:13]([C:15]([F:18])([F:17])[F:16])[CH:14]=2)[CH2:5][CH2:4][CH:3]=[CH:2]1.[CH:20]1[N:24]=[CH:23][N:22]([C:25](N2C=NC=C2)=[S:26])[CH:21]=1. Product: [N:19]([C:11]1[CH:10]=[C:9]([CH:14]=[C:13]([C:15]([F:17])([F:18])[F:16])[CH:12]=1)[O:8][CH2:7][CH2:6][N:1]1[CH2:5][CH2:4][CH2:3][CH2:2]1)=[C:25]=[S:26].[NH:22]1[CH:21]=[CH:20][N:24]=[CH:23]1. The catalyst class is: 2.